Predict the reactants needed to synthesize the given product. From a dataset of Full USPTO retrosynthesis dataset with 1.9M reactions from patents (1976-2016). (1) The reactants are: [N:1]1([C:7](=[NH:9])[NH2:8])[CH2:6][CH2:5][CH2:4][CH2:3][CH2:2]1.C[O-].[Na+].[C:13]([CH:16]([CH:22]([CH2:28][CH2:29][CH3:30])[C:23]([O:25][CH2:26]C)=[O:24])[C:17](OCC)=[O:18])(=O)[CH3:14]. Given the product [CH3:14][C:13]1[N:9]=[C:7]([N:1]2[CH2:6][CH2:5][CH2:4][CH2:3][CH2:2]2)[NH:8][C:17](=[O:18])[C:16]=1[CH:22]([CH2:28][CH2:29][CH3:30])[C:23]([O:25][CH3:26])=[O:24], predict the reactants needed to synthesize it. (2) Given the product [CH2:20]([O:22][C:23](=[O:24])[NH:12][C:11]1[CH:13]=[CH:14][C:8]([O:7][C:6]2[CH:16]=[CH:17][C:3]([CH2:1][CH3:2])=[CH:4][C:5]=2[O:18][CH3:19])=[C:9]([F:15])[CH:10]=1)[CH3:21], predict the reactants needed to synthesize it. The reactants are: [CH2:1]([C:3]1[CH:17]=[CH:16][C:6]([O:7][C:8]2[CH:14]=[CH:13][C:11]([NH2:12])=[CH:10][C:9]=2[F:15])=[C:5]([O:18][CH3:19])[CH:4]=1)[CH3:2].[CH2:20]([O:22][C:23](Cl)=[O:24])[CH3:21].[NH4+].[Cl-]. (3) Given the product [C:1]([NH:9][CH:12]([OH:13])[C:11]([OH:15])=[O:14])(=[O:8])[C:2]1[CH:7]=[CH:6][CH:5]=[CH:4][CH:3]=1, predict the reactants needed to synthesize it. The reactants are: [C:1]([NH2:9])(=[O:8])[C:2]1[CH:7]=[CH:6][CH:5]=[CH:4][CH:3]=1.O.[C:11]([OH:15])(=[O:14])[CH:12]=[O:13]. (4) The reactants are: [C:1]([O:5][C:6]([N:8]([CH3:32])[C@@H:9]([CH3:31])[C:10]([NH:12][C@@H:13]([CH:28]([CH3:30])[CH3:29])[C:14]([N:16]1[C:20]2=[N:21][CH:22]=[CH:23][CH:24]=[C:19]2[CH2:18][C@H:17]1[C:25]([OH:27])=O)=[O:15])=[O:11])=[O:7])([CH3:4])([CH3:3])[CH3:2].CN(C(ON1N=NC2C=CC=NC1=2)=[N+](C)C)C.F[P-](F)(F)(F)(F)F.C(N(C(C)C)CC)(C)C.[F:66][C:67]1[CH:73]=[CH:72][CH:71]=[CH:70][C:68]=1[NH2:69]. Given the product [F:66][C:67]1[CH:73]=[CH:72][CH:71]=[CH:70][C:68]=1[NH:69][C:25]([C@H:17]1[N:16]([C:14](=[O:15])[C@@H:13]([NH:12][C:10](=[O:11])[C@@H:9]([N:8]([CH3:32])[C:6](=[O:7])[O:5][C:1]([CH3:3])([CH3:2])[CH3:4])[CH3:31])[CH:28]([CH3:29])[CH3:30])[C:20]2=[N:21][CH:22]=[CH:23][CH:24]=[C:19]2[CH2:18]1)=[O:27], predict the reactants needed to synthesize it. (5) Given the product [NH2:1][C:2]1[N:3]=[C:4]([C:18]2[O:19][CH:20]=[CH:21][CH:22]=2)[C:5]([C:16]#[N:17])=[C:6]([C:30]#[C:29][C:23]2[CH:28]=[CH:27][CH:26]=[CH:25][CH:24]=2)[N:7]=1, predict the reactants needed to synthesize it. The reactants are: [NH2:1][C:2]1[N:7]=[C:6](OS(C(F)(F)F)(=O)=O)[C:5]([C:16]#[N:17])=[C:4]([C:18]2[O:19][CH:20]=[CH:21][CH:22]=2)[N:3]=1.[C:23]1([C:29]#[CH:30])[CH:28]=[CH:27][CH:26]=[CH:25][CH:24]=1.C1(P(C2C=CC=CC=2)C2C=CC=CC=2)C=CC=CC=1.C(N(CC)CC)C.